This data is from Forward reaction prediction with 1.9M reactions from USPTO patents (1976-2016). The task is: Predict the product of the given reaction. (1) Given the reactants [S:1]1[C:5]2[CH:6]=[C:7]([C:10]([OH:12])=O)[CH:8]=[CH:9][C:4]=2[N:3]=[CH:2]1.C(Cl)(=O)C([Cl:16])=O, predict the reaction product. The product is: [S:1]1[C:5]2[CH:6]=[C:7]([C:10]([Cl:16])=[O:12])[CH:8]=[CH:9][C:4]=2[N:3]=[CH:2]1. (2) The product is: [C:32]([C:24]1[CH:23]=[CH:22][C:21]([C:20]([F:19])([F:39])[F:38])=[CH:26][C:25]=1[CH2:27][C:28]([O:30][CH3:31])=[O:29])#[CH:33]. Given the reactants CCCC[N+](CCCC)(CCCC)CCCC.[F-].[F:19][C:20]([F:39])([F:38])[C:21]1[CH:22]=[CH:23][C:24]([C:32]#[C:33][Si](C)(C)C)=[C:25]([CH2:27][C:28]([O:30][CH3:31])=[O:29])[CH:26]=1.CCOC(C)=O.C([O-])(O)=O.[Na+], predict the reaction product. (3) Given the reactants [C:1]([NH:4][C:5]1[S:9][C:8]2[C:10]([O:15][CH2:16][CH2:17][N:18]([CH2:21][CH3:22])[CH2:19][CH3:20])=[C:11](Br)[CH:12]=[CH:13][C:7]=2[C:6]=1[C:23]([O:25][CH2:26][CH3:27])=[O:24])(=[O:3])[CH3:2].[F:28][C:29]([F:40])([F:39])[C:30]1[CH:35]=[CH:34][C:33](B(O)O)=[CH:32][CH:31]=1.P([O-])([O-])([O-])=O.[K+].[K+].[K+], predict the reaction product. The product is: [C:1]([NH:4][C:5]1[S:9][C:8]2[C:10]([O:15][CH2:16][CH2:17][N:18]([CH2:21][CH3:22])[CH2:19][CH3:20])=[C:11]([C:33]3[CH:34]=[CH:35][C:30]([C:29]([F:40])([F:39])[F:28])=[CH:31][CH:32]=3)[CH:12]=[CH:13][C:7]=2[C:6]=1[C:23]([O:25][CH2:26][CH3:27])=[O:24])(=[O:3])[CH3:2]. (4) Given the reactants I[C:2]1[CH:3]=[N:4][CH:5]=[C:6]([C:9]=1[NH:10][C:11]1[C:12]([CH3:20])=[C:13]2[C:17](=[CH:18][CH:19]=1)[NH:16][CH:15]=[CH:14]2)[C:7]#[N:8].[CH3:21][O:22][CH2:23][CH2:24][O:25][C:26]1[CH:27]=[C:28](B2OC(C)(C)C(C)(C)O2)[CH:29]=[CH:30][CH:31]=1, predict the reaction product. The product is: [CH3:21][O:22][CH2:23][CH2:24][O:25][C:26]1[CH:31]=[C:30]([C:2]2[CH:3]=[N:4][CH:5]=[C:6]([C:9]=2[NH:10][C:11]2[C:12]([CH3:20])=[C:13]3[C:17](=[CH:18][CH:19]=2)[NH:16][CH:15]=[CH:14]3)[C:7]#[N:8])[CH:29]=[CH:28][CH:27]=1. (5) Given the reactants [CH3:1][C:2]([CH3:13])([O:4][C:5]([N:7]1[CH2:12][CH2:11][NH:10][CH2:9][CH2:8]1)=[O:6])[CH3:3].[CH3:14][N:15]([CH3:19])[C:16](Cl)=[O:17].C(=O)([O-])O.[Na+], predict the reaction product. The product is: [CH3:3][C:2]([CH3:13])([O:4][C:5]([N:7]1[CH2:8][CH2:9][N:10]([C:16]([N:15]([CH3:19])[CH3:14])=[O:17])[CH2:11][CH2:12]1)=[O:6])[CH3:1]. (6) Given the reactants CO[C:3](=O)[C:4]([S:9]([C:12]1[CH:17]=[CH:16][C:15]([F:18])=[C:14]([F:19])[CH:13]=1)(=[O:11])=[O:10])=[CH:5][O:6]CC.[N+:21]([C:24]1[CH:25]=[C:26]([CH:28]=[CH:29][CH:30]=1)[NH2:27])([O-:23])=[O:22], predict the reaction product. The product is: [F:19][C:14]1[CH:13]=[C:12]([S:9]([C:4]2[CH:3]=[N:27][C:26]3[C:28]([C:5]=2[OH:6])=[CH:29][CH:30]=[C:24]([N+:21]([O-:23])=[O:22])[CH:25]=3)(=[O:10])=[O:11])[CH:17]=[CH:16][C:15]=1[F:18]. (7) Given the reactants [CH3:1][O:2][C:3]1[CH:7]=[C:6]([CH2:8]O)[O:5][N:4]=1.C1(P(C2C=CC=CC=2)C2C=CC=CC=2)C=CC=CC=1.C(Br)(Br)(Br)[Br:30], predict the reaction product. The product is: [Br:30][CH2:8][C:6]1[O:5][N:4]=[C:3]([O:2][CH3:1])[CH:7]=1. (8) Given the reactants [N:1]1([C:7]2[N:12]=[C:11]3[NH:13][N:14]=[C:15]([C:16]([O:18][CH3:19])=[O:17])[C:10]3=[CH:9][CH:8]=2)[CH2:6][CH2:5][O:4][CH2:3][CH2:2]1.[I:20][C:21]1[CH:22]=[C:23](B(O)O)[CH:24]=[CH:25][CH:26]=1, predict the reaction product. The product is: [I:20][C:21]1[CH:26]=[C:25]([N:13]2[C:11]3=[N:12][C:7]([N:1]4[CH2:2][CH2:3][O:4][CH2:5][CH2:6]4)=[CH:8][CH:9]=[C:10]3[C:15]([C:16]([O:18][CH3:19])=[O:17])=[N:14]2)[CH:24]=[CH:23][CH:22]=1.